This data is from Full USPTO retrosynthesis dataset with 1.9M reactions from patents (1976-2016). The task is: Predict the reactants needed to synthesize the given product. (1) Given the product [CH2:11]([O:10][C:8](=[O:9])[CH2:7][O:4][CH:2]([CH3:3])[CH3:1])[CH3:12], predict the reactants needed to synthesize it. The reactants are: [CH3:1][CH:2]([OH:4])[CH3:3].[N+](=[CH:7][C:8]([O:10][CH2:11][CH3:12])=[O:9])=[N-]. (2) Given the product [CH:1]([N:14]1[CH2:19][CH2:18][N:17]([CH2:20][CH:21]2[O:25][C:24](=[O:26])[N:23]([CH:27]3[CH2:29][CH2:31][CH2:30][CH2:28]3)[CH2:22]2)[CH2:16][CH2:15]1)([C:8]1[CH:9]=[CH:10][CH:11]=[CH:12][CH:13]=1)[C:2]1[CH:7]=[CH:6][CH:5]=[CH:4][CH:3]=1, predict the reactants needed to synthesize it. The reactants are: [CH:1]([N:14]1[CH2:19][CH2:18][N:17]([CH2:20][CH:21]2[O:25][C:24](=[O:26])[N:23]([CH:27]([CH3:29])[CH3:28])[CH2:22]2)[CH2:16][CH2:15]1)([C:8]1[CH:13]=[CH:12][CH:11]=[CH:10][CH:9]=1)[C:2]1[CH:7]=[CH:6][CH:5]=[CH:4][CH:3]=1.[CH3:30][C:31]1C=CC(S(OC[C@@H]2OC(=O)N(C3CCCC3)C2)(=O)=O)=CC=1.CS(OCC1OC(=O)N(C(C)C)C1)(=O)=O. (3) Given the product [CH3:1][C:2]1[CH:7]=[C:6]([CH3:8])[N:5]=[C:4]([C:9]([OH:12])=[O:10])[CH:3]=1, predict the reactants needed to synthesize it. The reactants are: [CH3:1][C:2]1[CH:7]=[C:6]([CH3:8])[N:5]=[C:4]([CH2:9][OH:10])[CH:3]=1.[Mn]([O-])(=O)(=O)=[O:12].[K+]. (4) Given the product [CH:30]([C:27]1[CH:26]=[CH:25][C:24]([C:22]2[C:21]3[C:16](=[CH:17][CH:18]=[C:19]([O:33][CH2:34][C:35]#[CH:36])[CH:20]=3)[N:15]=[C:14]([C:11]3[N:12]([CH3:13])[C:8]4[CH:7]=[C:6]([C:4]([OH:5])=[O:3])[CH:38]=[CH:37][C:9]=4[N:10]=3)[N:23]=2)=[CH:29][CH:28]=1)([CH3:32])[CH3:31], predict the reactants needed to synthesize it. The reactants are: C([O:3][C:4]([C:6]1[CH:38]=[CH:37][C:9]2[N:10]=[C:11]([C:14]3[N:23]=[C:22]([C:24]4[CH:29]=[CH:28][C:27]([CH:30]([CH3:32])[CH3:31])=[CH:26][CH:25]=4)[C:21]4[C:16](=[CH:17][CH:18]=[C:19]([O:33][CH2:34][C:35]#[CH:36])[CH:20]=4)[N:15]=3)[N:12]([CH3:13])[C:8]=2[CH:7]=1)=[O:5])C.[OH-].[Na+]. (5) Given the product [F:20][C:11]([F:10])([F:19])[C:12]1[CH:13]=[C:14]([S:18][C:2]2[CH:3]=[CH:4][C:5]([C:8]#[N:9])=[N:6][CH:7]=2)[CH:15]=[CH:16][CH:17]=1, predict the reactants needed to synthesize it. The reactants are: Br[C:2]1[CH:3]=[CH:4][C:5]([C:8]#[N:9])=[N:6][CH:7]=1.[F:10][C:11]([F:20])([F:19])[C:12]1[CH:13]=[C:14]([SH:18])[CH:15]=[CH:16][CH:17]=1.C(=O)([O-])[O-].[K+].[K+]. (6) Given the product [O:2]=[C:3]1[CH2:6][C:5]([C:7]([O:9][CH:10]([CH3:12])[CH3:11])=[O:8])([C:13]([O:15][CH:16]([CH3:17])[CH3:18])=[O:14])[CH2:4]1, predict the reactants needed to synthesize it. The reactants are: C[O:2][C:3]1(OC)[CH2:6][C:5]([C:13]([O:15][CH:16]([CH3:18])[CH3:17])=[O:14])([C:7]([O:9][CH:10]([CH3:12])[CH3:11])=[O:8])[CH2:4]1.C(=O)(O)[O-].[Na+].